The task is: Predict which catalyst facilitates the given reaction.. This data is from Catalyst prediction with 721,799 reactions and 888 catalyst types from USPTO. (1) Reactant: CS(C)=O.C(Cl)(=O)C(Cl)=O.O[CH2:12][C@H:13]1[CH2:18][O:17][CH2:16][C@@H:15]([C:19]2[CH:24]=[C:23]([F:25])[C:22]([F:26])=[C:21]([F:27])[CH:20]=2)[N:14]1C(OCC1C2C=CC=CC=2C2C1=CC=CC=2)=O.[Cl-].[NH4+].[C:47]([O:50][CH2:51]C)(=[O:49])[CH3:48]. Product: [F:25][C:23]1[CH:24]=[C:19]([C@H:15]2[NH:14][C@@H:13]([CH:12]=[CH:48][C:47]([O:50][CH3:51])=[O:49])[CH2:18][O:17][CH2:16]2)[CH:20]=[C:21]([F:27])[C:22]=1[F:26]. The catalyst class is: 236. (2) The catalyst class is: 2. Product: [CH3:49][O:50][C:51]([C:53]1[N:54]=[N:55][C:56]([NH:59][NH:60][C:12](=[O:14])[CH:11]([C:7]2[CH:6]=[C:5]3[C:10](=[CH:9][CH:8]=2)[N:1]=[CH:2][CH:3]=[CH:4]3)[CH3:15])=[CH:57][CH:58]=1)=[O:52]. Reactant: [N:1]1[C:10]2[C:5](=[CH:6][C:7]([CH:11]([CH3:15])[C:12]([OH:14])=O)=[CH:8][CH:9]=2)[CH:4]=[CH:3][CH:2]=1.CCN(C(C)C)C(C)C.CN(C(ON1N=NC2C=CC=NC1=2)=[N+](C)C)C.F[P-](F)(F)(F)(F)F.[CH3:49][O:50][C:51]([C:53]1[N:54]=[N:55][C:56]([NH:59][NH2:60])=[CH:57][CH:58]=1)=[O:52]. (3) Reactant: [CH3:1][C:2]1([CH3:26])[O:6][C@@H:5]([CH2:7][O:8][C:9]2[CH:14]=[C:13]([CH3:15])[C:12]([C:16]3[CH:21]=[CH:20][CH:19]=[C:18]([CH:22]=O)[C:17]=3[CH3:24])=[C:11]([CH3:25])[CH:10]=2)[CH2:4][O:3]1.[NH2:27][C:28]1[CH:29]=[C:30]2[C:34](=[CH:35][CH:36]=1)[CH:33]([CH2:37][C:38]([O:40][CH3:41])=[O:39])[C:32]1([CH2:43][CH2:42]1)[CH2:31]2.C(O)(=O)C.C(O[BH-](OC(=O)C)OC(=O)C)(=O)C.[Na+]. Product: [CH3:1][C:2]1([CH3:26])[O:6][C@@H:5]([CH2:7][O:8][C:9]2[CH:10]=[C:11]([CH3:25])[C:12]([C:16]3[CH:21]=[CH:20][CH:19]=[C:18]([CH2:22][NH:27][C:28]4[CH:29]=[C:30]5[C:34](=[CH:35][CH:36]=4)[CH:33]([CH2:37][C:38]([O:40][CH3:41])=[O:39])[C:32]4([CH2:43][CH2:42]4)[CH2:31]5)[C:17]=3[CH3:24])=[C:13]([CH3:15])[CH:14]=2)[CH2:4][O:3]1. The catalyst class is: 1. (4) Reactant: [CH3:1][C:2]1[CH:11]=[CH:10][C:9]2[C:4](=[CH:5][CH:6]=[C:7]([CH3:12])[CH:8]=2)[CH:3]=1.[N+]([O-])([O-])=[O:14].[Ce+4].[NH4+].[N+]([O-])([O-])=O.[N+]([O-])([O-])=O.[N+]([O-])([O-])=O.[N+]([O-])([O-])=O. Product: [CH3:1][C:2]1[CH:3]=[C:4]2[C:9](=[CH:10][CH:11]=1)[CH:8]=[C:7]([CH:12]=[O:14])[CH:6]=[CH:5]2. The catalyst class is: 15. (5) Reactant: [CH2:1]([N:8]([C@H:15]([CH:17]1[CH2:20][CH2:19][CH2:18]1)[CH3:16])S(C(C)(C)C)=O)[C:2]1[CH:7]=[CH:6][CH:5]=[CH:4][CH:3]=1.[ClH:21]. Product: [ClH:21].[CH2:1]([NH:8][C@H:15]([CH:17]1[CH2:18][CH2:19][CH2:20]1)[CH3:16])[C:2]1[CH:7]=[CH:6][CH:5]=[CH:4][CH:3]=1. The catalyst class is: 12. (6) Reactant: C(N(CC)C(C)C)(C)C.[CH:10]1([N:14]2[C:26]3[CH2:25][CH2:24][CH:23]([CH:27]4[CH2:32][CH2:31][O:30][CH2:29][CH2:28]4)[CH2:22][C:21]=3[C:20]3[C:15]2=[CH:16][CH:17]=[C:18]([C:33]([OH:35])=O)[CH:19]=3)[CH2:13][CH2:12][CH2:11]1.[CH2:36]([NH:38][CH2:39][C:40]([NH:42][CH:43]([CH3:45])[CH3:44])=[O:41])[CH3:37].CN(C(ON1N=NC2C=CC=NC1=2)=[N+](C)C)C.F[P-](F)(F)(F)(F)F. Product: [CH:10]1([N:14]2[C:26]3[CH2:25][CH2:24][CH:23]([CH:27]4[CH2:28][CH2:29][O:30][CH2:31][CH2:32]4)[CH2:22][C:21]=3[C:20]3[C:15]2=[CH:16][CH:17]=[C:18]([C:33]([N:38]([CH2:36][CH3:37])[CH2:39][C:40]([NH:42][CH:43]([CH3:45])[CH3:44])=[O:41])=[O:35])[CH:19]=3)[CH2:13][CH2:12][CH2:11]1. The catalyst class is: 18. (7) Reactant: [CH:1]([O:3][C@@H:4]1[CH2:9][CH2:8][CH2:7][CH2:6][C@@H:5]1[C:10]([CH3:13])([CH3:12])[CH3:11])=[CH2:2].O. Product: [CH:1]([O:3][CH:4]1[CH2:9][CH2:8][CH2:7][CH2:6][CH:5]1[C:10]([CH3:13])([CH3:12])[CH3:11])=[CH2:2]. The catalyst class is: 5.